From a dataset of Full USPTO retrosynthesis dataset with 1.9M reactions from patents (1976-2016). Predict the reactants needed to synthesize the given product. Given the product [F:14][C:7]1[CH:8]=[C:9]([F:13])[CH:10]=[C:11]([I:12])[C:6]=1[O:5][CH2:4][CH2:3][CH2:2][O:23][C:19]1[C:20]([CH3:22])=[CH:21][C:16]([F:15])=[CH:17][C:18]=1[I:24], predict the reactants needed to synthesize it. The reactants are: Br[CH2:2][CH2:3][CH2:4][O:5][C:6]1[C:11]([I:12])=[CH:10][C:9]([F:13])=[CH:8][C:7]=1[F:14].[F:15][C:16]1[CH:21]=[C:20]([CH3:22])[C:19]([OH:23])=[C:18]([I:24])[CH:17]=1.C(=O)([O-])[O-].[K+].[K+].CC(C)=O.